From a dataset of Full USPTO retrosynthesis dataset with 1.9M reactions from patents (1976-2016). Predict the reactants needed to synthesize the given product. (1) Given the product [O:12]([C:10](=[O:11])[C:9]([C:6]1[CH:5]=[C:4]2[C:3](=[CH:8][CH:7]=1)[NH:1][C:18]([C:17]([O:22][CH2:23][CH3:24])=[O:21])=[CH:20]2)([CH3:16])[CH3:15])[CH2:13][CH3:14], predict the reactants needed to synthesize it. The reactants are: [NH:1]([C:3]1[CH:8]=[CH:7][C:6]([C:9]([CH3:16])([CH3:15])[C:10]([O:12][CH2:13][CH3:14])=[O:11])=[CH:5][CH:4]=1)N.[C:17]([O:22][CH2:23][CH3:24])(=[O:21])[C:18]([CH3:20])=O.C(O)(=O)C. (2) The reactants are: C(O[C:4]1[C:5](=[O:16])[C:6](=[O:15])[C:7]=1[NH:8][C:9]1[CH:10]=[N:11][CH:12]=[CH:13][CH:14]=1)C.[N:17]1([CH2:23][CH2:24][O:25][C:26]2[CH:39]=[CH:38][C:29]([O:30][CH2:31][CH2:32][CH2:33][CH2:34][CH2:35][CH2:36][NH2:37])=[CH:28][CH:27]=2)[CH2:22][CH2:21][O:20][CH2:19][CH2:18]1. Given the product [N:17]1([CH2:23][CH2:24][O:25][C:26]2[CH:39]=[CH:38][C:29]([O:30][CH2:31][CH2:32][CH2:33][CH2:34][CH2:35][CH2:36][NH:37][C:4]3[C:5](=[O:16])[C:6](=[O:15])[C:7]=3[NH:8][C:9]3[CH:10]=[N:11][CH:12]=[CH:13][CH:14]=3)=[CH:28][CH:27]=2)[CH2:22][CH2:21][O:20][CH2:19][CH2:18]1, predict the reactants needed to synthesize it. (3) Given the product [Cl:1][C:2]1[CH:22]=[C:21]([Cl:23])[CH:20]=[CH:19][C:3]=1[CH2:4][NH:5][C:6]([C:8]1[C:9]([O:16][CH2:17][CH3:18])=[N:10][N:11]([CH2:13][CH2:14][O:15][C:28]2[C:29]([CH2:31][C:32]([OH:34])=[O:33])=[CH:30][N:26]([CH2:24][CH3:25])[N:27]=2)[CH:12]=1)=[O:7], predict the reactants needed to synthesize it. The reactants are: [Cl:1][C:2]1[CH:22]=[C:21]([Cl:23])[CH:20]=[CH:19][C:3]=1[CH2:4][NH:5][C:6]([C:8]1[C:9]([O:16][CH2:17][CH3:18])=[N:10][N:11]([CH2:13][CH2:14][OH:15])[CH:12]=1)=[O:7].[CH2:24]([N:26]1[CH:30]=[C:29]([CH2:31][C:32]([O:34]C)=[O:33])[C:28](O)=[N:27]1)[CH3:25].C(P(CCCC)CCCC)CCC.N(C(N1CCCCC1)=O)=NC(N1CCCCC1)=O. (4) Given the product [CH3:1][CH:2]1[C:11]2[C:6](=[CH:7][CH:8]=[CH:9][C:10]=2[O:12][C:13]2[N:14]=[CH:15][C:16]([NH2:19])=[CH:17][CH:18]=2)[O:5][CH2:4][CH2:3]1, predict the reactants needed to synthesize it. The reactants are: [CH3:1][CH:2]1[C:11]2[C:6](=[CH:7][CH:8]=[CH:9][C:10]=2[O:12][C:13]2[CH:18]=[CH:17][C:16]([N+:19]([O-])=O)=[CH:15][N:14]=2)[O:5][CH2:4][CH2:3]1.O.NN. (5) Given the product [Br:14][C:12]1[CH:11]=[CH:10][C:9]([O:15][CH3:16])=[C:8]([C:6]2[N:5]=[C:4]([NH2:17])[N:3]=[C:2]([NH:26][C:23]3[CH:24]=[CH:25][C:20]([C:19]([F:18])([F:27])[F:28])=[CH:21][CH:22]=3)[CH:7]=2)[CH:13]=1, predict the reactants needed to synthesize it. The reactants are: Cl[C:2]1[CH:7]=[C:6]([C:8]2[CH:13]=[C:12]([Br:14])[CH:11]=[CH:10][C:9]=2[O:15][CH3:16])[N:5]=[C:4]([NH2:17])[N:3]=1.[F:18][C:19]([F:28])([F:27])[C:20]1[CH:25]=[CH:24][C:23]([NH2:26])=[CH:22][CH:21]=1. (6) Given the product [CH2:17]([CH:16]([C:15]1[C:10]2[N:11]([C:7]([C:5]3[S:6][C:2]([C:30]4[CH:29]=[CH:28][CH:27]=[C:26]([F:25])[CH:31]=4)=[CH:3][C:4]=3[CH3:23])=[C:8]([CH3:22])[N:9]=2)[N:12]=[C:13]([CH3:21])[CH:14]=1)[CH2:19][CH3:20])[CH3:18], predict the reactants needed to synthesize it. The reactants are: Br[C:2]1[S:6][C:5]([C:7]2[N:11]3[N:12]=[C:13]([CH3:21])[CH:14]=[C:15]([CH:16]([CH2:19][CH3:20])[CH2:17][CH3:18])[C:10]3=[N:9][C:8]=2[CH3:22])=[C:4]([CH3:23])[CH:3]=1.[I-].[F:25][C:26]1[CH:27]=[C:28]([Zn+])[CH:29]=[CH:30][CH:31]=1.C1COCC1. (7) Given the product [OH:12][C:10]1[C:5]2[C:4](=[CH:9][CH:8]=[CH:7][CH:6]=2)[S:3][C:13](=[O:14])[CH:11]=1, predict the reactants needed to synthesize it. The reactants are: [H-].[Na+].[SH:3][C:4]1[CH:9]=[CH:8][CH:7]=[CH:6][C:5]=1[C:10](=[O:12])[CH3:11].[C:13](=O)(OCC)[O:14]CC.Cl.